This data is from Reaction yield outcomes from USPTO patents with 853,638 reactions. The task is: Predict the reaction yield, written as a fraction of the theoretical maximum amount of product (1.0 means a 100% yield; for example, 0.34 means a 34% yield). (1) The reactants are [CH3:1][C:2]([C:5]([OH:7])=[O:6])([CH3:4])[NH2:3].[OH-].[Na+].Cl[C:11]([O:13][CH2:14][C:15]1[CH:20]=[CH:19][CH:18]=[CH:17][CH:16]=1)=[O:12]. The catalyst is O. The product is [CH2:14]([O:13][C:11]([NH:3][C:2]([CH3:4])([CH3:1])[C:5]([OH:7])=[O:6])=[O:12])[C:15]1[CH:20]=[CH:19][CH:18]=[CH:17][CH:16]=1. The yield is 0.360. (2) The reactants are [CH2:1]([O:3][C:4]([C:6]1[C:17](=[O:18])[N:16]([CH:19]2[CH2:23][CH2:22][CH2:21][CH2:20]2)[C:9]2[N:10]=[C:11]([S:14][CH3:15])[N:12]=[CH:13][C:8]=2[C:7]=1[CH3:24])=[O:5])[CH3:2].C1(S(N2C(C3C=CC=CC=3)O2)(=O)=[O:32])C=CC=CC=1. The catalyst is C(Cl)Cl. The product is [CH2:1]([O:3][C:4]([C:6]1[C:17](=[O:18])[N:16]([CH:19]2[CH2:23][CH2:22][CH2:21][CH2:20]2)[C:9]2[N:10]=[C:11]([S:14]([CH3:15])=[O:32])[N:12]=[CH:13][C:8]=2[C:7]=1[CH3:24])=[O:5])[CH3:2]. The yield is 0.757. (3) The reactants are [F:1][C:2]([F:39])([F:38])[C:3]([F:37])([C:33]([F:36])([F:35])[F:34])[CH2:4][C:5]([F:32])([F:31])[CH2:6][C:7]([F:30])([F:29])[CH2:8][CH:9]([C:25]([F:28])([F:27])[F:26])[CH2:10][CH:11]([C:21]([F:24])([F:23])[F:22])[CH2:12][CH:13]([C:17]([F:20])([F:19])[F:18])[CH2:14][CH2:15]I.C(O)C.[S-:43][C:44]#[N:45].[K+]. The catalyst is C(O)(=O)C. The product is [F:1][C:2]([F:39])([F:38])[C:3]([F:37])([C:33]([F:36])([F:35])[F:34])[CH2:4][C:5]([F:32])([F:31])[CH2:6][C:7]([F:30])([F:29])[CH2:8][CH:9]([C:25]([F:28])([F:27])[F:26])[CH2:10][CH:11]([C:21]([F:24])([F:23])[F:22])[CH2:12][CH:13]([C:17]([F:20])([F:19])[F:18])[CH2:14][CH2:15][S:43][C:44]#[N:45]. The yield is 0.946. (4) The reactants are CS(O[CH2:6][CH2:7][N:8]1[CH:12]=[C:11]([C:13]2[CH:18]=[C:17]([C:19]([O:21]C)=[O:20])[CH:16]=[CH:15][N:14]=2)[N:10]=[CH:9]1)(=O)=O.[F:23][C:24]1[CH:32]=[CH:31][C:27]([CH2:28][NH:29][CH3:30])=[CH:26][CH:25]=1. No catalyst specified. The product is [F:23][C:24]1[CH:32]=[CH:31][C:27]([CH2:28][N:29]([CH3:30])[CH2:6][CH2:7][N:8]2[CH:12]=[C:11]([C:13]3[CH:18]=[C:17]([C:19]([OH:21])=[O:20])[CH:16]=[CH:15][N:14]=3)[N:10]=[CH:9]2)=[CH:26][CH:25]=1. The yield is 0.230. (5) The reactants are C([O:8][CH2:9][CH2:10][C@@H:11]([C:17]1[NH:18][C:19]2[C:24]([CH:25]=1)=[CH:23][C:22]([O:26][Si:27]([CH:34]([CH3:36])[CH3:35])([CH:31]([CH3:33])[CH3:32])[CH:28]([CH3:30])[CH3:29])=[CH:21][CH:20]=2)[CH2:12][C:13]([O:15][CH3:16])=[O:14])C1C=CC=CC=1.[H][H]. The product is [OH:8][CH2:9][CH2:10][C@@H:11]([C:17]1[NH:18][C:19]2[C:24]([CH:25]=1)=[CH:23][C:22]([O:26][Si:27]([CH:34]([CH3:36])[CH3:35])([CH:28]([CH3:30])[CH3:29])[CH:31]([CH3:33])[CH3:32])=[CH:21][CH:20]=2)[CH2:12][C:13]([O:15][CH3:16])=[O:14]. The yield is 0.920. The catalyst is CCOC(C)=O.[Pd]. (6) The reactants are [Cl-].O[NH3+:3].[C:4](=[O:7])([O-])[OH:5].[Na+].CS(C)=O.[CH:13]1([C:16]2[N:17]=[C:18]([CH3:48])[N:19]([C:38]3[CH:39]=[CH:40][C:41]4[O:45][CH:44]([CH3:46])[CH2:43][C:42]=4[CH:47]=3)[C:20](=[O:37])[C:21]=2[CH2:22][C:23]2[CH:28]=[CH:27][C:26]([C:29]3[C:30]([C:35]#[N:36])=[CH:31][CH:32]=[CH:33][CH:34]=3)=[CH:25][CH:24]=2)[CH2:15][CH2:14]1. The catalyst is C(OCC)(=O)C. The product is [CH:13]1([C:16]2[N:17]=[C:18]([CH3:48])[N:19]([C:38]3[CH:39]=[CH:40][C:41]4[O:45][CH:44]([CH3:46])[CH2:43][C:42]=4[CH:47]=3)[C:20](=[O:37])[C:21]=2[CH2:22][C:23]2[CH:24]=[CH:25][C:26]([C:29]3[CH:34]=[CH:33][CH:32]=[CH:31][C:30]=3[C:35]3[NH:3][C:4](=[O:7])[O:5][N:36]=3)=[CH:27][CH:28]=2)[CH2:15][CH2:14]1. The yield is 0.350. (7) The reactants are [CH3:1][O:2][C:3]1[CH:4]=[C:5]([CH2:9][CH2:10][C:11]2[CH:12]=[C:13]([NH2:16])[NH:14][N:15]=2)[CH:6]=[CH:7][CH:8]=1.[CH3:17][C:18]([O:21][C:22](O[C:22]([O:21][C:18]([CH3:20])([CH3:19])[CH3:17])=[O:23])=[O:23])([CH3:20])[CH3:19]. The catalyst is C(Cl)Cl. The product is [NH2:16][C:13]1[N:14]([C:22]([O:21][C:18]([CH3:20])([CH3:19])[CH3:17])=[O:23])[N:15]=[C:11]([CH2:10][CH2:9][C:5]2[CH:6]=[CH:7][CH:8]=[C:3]([O:2][CH3:1])[CH:4]=2)[CH:12]=1. The yield is 0.860.